This data is from Full USPTO retrosynthesis dataset with 1.9M reactions from patents (1976-2016). The task is: Predict the reactants needed to synthesize the given product. (1) Given the product [CH3:20][S:19][C:16]1[CH:17]=[CH:18][C:13]([C:7]2[S:8][C:4]([C:1](=[O:3])[CH3:2])=[CH:5][CH:6]=2)=[CH:14][CH:15]=1, predict the reactants needed to synthesize it. The reactants are: [C:1]([C:4]1[S:8][C:7](B(O)O)=[CH:6][CH:5]=1)(=[O:3])[CH3:2].Br[C:13]1[CH:18]=[CH:17][C:16]([S:19][CH3:20])=[CH:15][CH:14]=1. (2) Given the product [OH:1][C:2]([C:32]([F:35])([F:34])[F:33])([CH2:15][C:16]([C:19]1[CH:24]=[C:23]([C:25]2[CH:29]=[CH:28][S:27][CH:26]=2)[CH:22]=[CH:21][C:20]=1[OH:30])([CH3:18])[CH3:17])[CH2:3][N:4]1[C:13]2[C:8](=[CH:9][CH:10]=[CH:11][CH:12]=2)[C:7](=[O:14])[CH:6]=[CH:5]1, predict the reactants needed to synthesize it. The reactants are: [OH:1][C:2]([C:32]([F:35])([F:34])[F:33])([CH2:15][C:16]([C:19]1[CH:24]=[C:23]([C:25]2[CH:29]=[CH:28][S:27][CH:26]=2)[CH:22]=[CH:21][C:20]=1[O:30]C)([CH3:18])[CH3:17])[CH2:3][N:4]1[C:13]2[C:8](=[CH:9][CH:10]=[CH:11][CH:12]=2)[C:7](=[O:14])[CH:6]=[CH:5]1.B(Br)(Br)Br. (3) Given the product [O:14]1[C:15]2[C:22]3[CH:23]=[CH:24][O:25][C:21]=3[CH:20]=[CH:19][C:16]=2[O:17][CH2:18][CH:13]1[CH2:12][N:26]1[CH2:27][CH:28]=[C:29]([C:32]2[C:40]3[C:35](=[CH:36][CH:37]=[CH:38][CH:39]=3)[NH:34][CH:33]=2)[CH2:30][CH2:31]1, predict the reactants needed to synthesize it. The reactants are: CC1C=CC(S(O[CH2:12][C@H:13]2[CH2:18][O:17][C:16]3[CH:19]=[CH:20][C:21]4[O:25][CH:24]=[CH:23][C:22]=4[C:15]=3[O:14]2)(=O)=O)=CC=1.[NH:26]1[CH2:31][CH:30]=[C:29]([C:32]2[C:40]3[C:35](=[CH:36][CH:37]=[CH:38][CH:39]=3)[NH:34][CH:33]=2)[CH2:28][CH2:27]1.C(OCC)(=O)C. (4) The reactants are: Br[CH2:2][CH2:3][CH2:4][CH2:5][O:6][C:7]1[CH:12]=[CH:11][N:10]2[N:13]=[CH:14][CH:15]=[C:9]2[CH:8]=1.[O:16]1[C:25]2[C:20](=[CH:21][CH:22]=[CH:23][C:24]=2[N:26]2[CH2:32][CH2:31][CH2:30][NH:29][CH2:28][CH2:27]2)[CH2:19][CH2:18][CH2:17]1. Given the product [O:16]1[C:25]2[C:20](=[CH:21][CH:22]=[CH:23][C:24]=2[N:26]2[CH2:32][CH2:31][CH2:30][N:29]([CH2:2][CH2:3][CH2:4][CH2:5][O:6][C:7]3[CH:12]=[CH:11][N:10]4[N:13]=[CH:14][CH:15]=[C:9]4[CH:8]=3)[CH2:28][CH2:27]2)[CH2:19][CH2:18][CH2:17]1, predict the reactants needed to synthesize it.